This data is from Full USPTO retrosynthesis dataset with 1.9M reactions from patents (1976-2016). The task is: Predict the reactants needed to synthesize the given product. (1) Given the product [CH2:1]([S:3]([C:6]1[CH:7]=[C:8]([C:12]2[CH:20]=[C:19]([C:21]([NH:23][CH:24]3[CH2:25][CH2:26][N:27]([CH3:30])[CH2:28][CH2:29]3)=[O:22])[C:18]([CH3:31])=[C:17]3[C:13]=2[C:14]2[CH:35]=[C:34]([CH3:36])[CH:33]=[N:32][C:15]=2[NH:16]3)[CH:9]=[CH:10][CH:11]=1)(=[O:4])=[O:5])[CH3:2].[C:37]([OH:44])(=[O:43])/[CH:38]=[CH:39]/[C:40]([OH:42])=[O:41].[CH2:1]([S:3]([C:6]1[CH:7]=[C:8]([C:12]2[CH:20]=[C:19]([C:21]([NH:23][CH:24]3[CH2:25][CH2:26][N:27]([CH3:30])[CH2:28][CH2:29]3)=[O:22])[C:18]([CH3:31])=[C:17]3[C:13]=2[C:14]2[CH:35]=[C:34]([CH3:36])[CH:33]=[N:32][C:15]=2[NH:16]3)[CH:9]=[CH:10][CH:11]=1)(=[O:4])=[O:5])[CH3:2], predict the reactants needed to synthesize it. The reactants are: [CH2:1]([S:3]([C:6]1[CH:7]=[C:8]([C:12]2[CH:20]=[C:19]([C:21]([NH:23][CH:24]3[CH2:29][CH2:28][N:27]([CH3:30])[CH2:26][CH2:25]3)=[O:22])[C:18]([CH3:31])=[C:17]3[C:13]=2[C:14]2[CH:35]=[C:34]([CH3:36])[CH:33]=[N:32][C:15]=2[NH:16]3)[CH:9]=[CH:10][CH:11]=1)(=[O:5])=[O:4])[CH3:2].[C:37]([OH:44])(=[O:43])/[CH:38]=[CH:39]/[C:40]([OH:42])=[O:41]. (2) Given the product [NH:1]1[C:9]2[C:4](=[CH:5][C:6]([C:10]([NH:12][NH:13][C:15](=[S:16])[NH:14][CH2:17][C:18]3[CH:23]=[CH:22][C:21]([O:24][CH3:25])=[CH:20][CH:19]=3)=[O:11])=[CH:7][CH:8]=2)[CH:3]=[CH:2]1, predict the reactants needed to synthesize it. The reactants are: [NH:1]1[C:9]2[C:4](=[CH:5][C:6]([C:10]([NH:12][NH2:13])=[O:11])=[CH:7][CH:8]=2)[CH:3]=[CH:2]1.[N:14]([CH2:17][C:18]1[CH:23]=[CH:22][C:21]([O:24][CH3:25])=[CH:20][CH:19]=1)=[C:15]=[S:16].